This data is from Full USPTO retrosynthesis dataset with 1.9M reactions from patents (1976-2016). The task is: Predict the reactants needed to synthesize the given product. (1) Given the product [CH3:11][C:10]1[C:2]2[NH:1][C:13](=[O:14])[O:5][C:4](=[O:6])[C:3]=2[CH:7]=[CH:8][CH:9]=1, predict the reactants needed to synthesize it. The reactants are: [NH2:1][C:2]1[C:10]([CH3:11])=[CH:9][CH:8]=[CH:7][C:3]=1[C:4]([OH:6])=[O:5].Cl[C:13](OC(Cl)(Cl)Cl)=[O:14]. (2) Given the product [C:7]1([OH:1])[C:16]2[C:11](=[CH:12][CH:13]=[CH:14][CH:15]=2)[CH:10]=[CH:9][CH:8]=1, predict the reactants needed to synthesize it. The reactants are: [O:1]=O.C(C([C:7]1[C:16]2[C:11](=[CH:12][CH:13]=[CH:14][CH:15]=2)[CH:10]=[CH:9][CH:8]=1)=O)C.